Predict the product of the given reaction. From a dataset of Forward reaction prediction with 1.9M reactions from USPTO patents (1976-2016). The product is: [CH:1]1([CH2:4][O:5][C:6]2[C:7]([CH3:14])=[CH:8][C:9]([CH2:12][N:19]3[C:15](=[O:25])[C:16]4[C:17](=[CH:21][CH:22]=[CH:23][CH:24]=4)[C:18]3=[O:20])=[N:10][CH:11]=2)[CH2:3][CH2:2]1. Given the reactants [CH:1]1([CH2:4][O:5][C:6]2[C:7]([CH3:14])=[CH:8][C:9]([CH2:12]O)=[N:10][CH:11]=2)[CH2:3][CH2:2]1.[C:15]1(=[O:25])[NH:19][C:18](=[O:20])[C:17]2=[CH:21][CH:22]=[CH:23][CH:24]=[C:16]12, predict the reaction product.